Dataset: Catalyst prediction with 721,799 reactions and 888 catalyst types from USPTO. Task: Predict which catalyst facilitates the given reaction. (1) The catalyst class is: 21. Product: [Br:1][C:2]1[CH:3]=[C:4]2[C:8](=[CH:9][CH:10]=1)[CH:7]([C:11](=[CH2:17])[C:12]([OH:14])=[O:13])[CH2:6][CH2:5]2. Reactant: [Br:1][C:2]1[CH:3]=[C:4]2[C:8](=[CH:9][CH:10]=1)[CH:7]([C:11](=[CH2:17])[C:12]([O:14]CC)=[O:13])[CH2:6][CH2:5]2.[OH-].[Na+]. (2) Reactant: [O:1]1[C:5]2([CH2:10][CH2:9][NH:8][CH2:7][CH2:6]2)[O:4][CH2:3][CH2:2]1.C(N(CC)CC)C.[CH3:18][N:19]([CH3:24])[S:20](Cl)(=[O:22])=[O:21]. Product: [CH3:18][N:19]([CH3:24])[S:20]([N:8]1[CH2:9][CH2:10][C:5]2([O:4][CH2:3][CH2:2][O:1]2)[CH2:6][CH2:7]1)(=[O:22])=[O:21]. The catalyst class is: 1.